Dataset: Catalyst prediction with 721,799 reactions and 888 catalyst types from USPTO. Task: Predict which catalyst facilitates the given reaction. Reactant: [NH2:1][C:2]1[N:6]([C:7]2[CH:12]=[CH:11][CH:10]=[CH:9][N:8]=2)[N:5]=[CH:4][C:3]=1C(OCC)=O.Cl.C(O)(=O)C. Product: [N:8]1[CH:9]=[CH:10][CH:11]=[CH:12][C:7]=1[N:6]1[C:2]([NH2:1])=[CH:3][CH:4]=[N:5]1. The catalyst class is: 74.